From a dataset of Forward reaction prediction with 1.9M reactions from USPTO patents (1976-2016). Predict the product of the given reaction. Given the reactants [Cl:1][C:2]1[C:7]([N:8]2[CH2:13][CH2:12][C:11](=O)[CH2:10][CH2:9]2)=[CH:6][C:5]([C:15]#[N:16])=[CH:4][C:3]=1[NH:17][C:18]1[N:23]=[C:22]([N:24]([CH:34]2[CH2:36][CH2:35]2)CC2C=CC(OC)=CC=2)[C:21]2=[N:37][CH:38]=[C:39]([C:40]#[N:41])[N:20]2[N:19]=1.[F:42][C:43]1([F:48])[CH2:46][CH:45]([NH2:47])[CH2:44]1.C(OC)(OC)OC.C([BH3-])#N.[Na+], predict the reaction product. The product is: [Cl:1][C:2]1[C:7]([N:8]2[CH2:9][CH2:10][CH:11]([NH:47][CH:45]3[CH2:46][C:43]([F:48])([F:42])[CH2:44]3)[CH2:12][CH2:13]2)=[CH:6][C:5]([C:15]#[N:16])=[CH:4][C:3]=1[NH:17][C:18]1[N:23]=[C:22]([NH:24][CH:34]2[CH2:35][CH2:36]2)[C:21]2=[N:37][CH:38]=[C:39]([C:40]#[N:41])[N:20]2[N:19]=1.